The task is: Regression. Given two drug SMILES strings and cell line genomic features, predict the synergy score measuring deviation from expected non-interaction effect.. This data is from NCI-60 drug combinations with 297,098 pairs across 59 cell lines. (1) Drug 1: C1=CC=C(C(=C1)C(C2=CC=C(C=C2)Cl)C(Cl)Cl)Cl. Drug 2: CN(CCCl)CCCl.Cl. Cell line: RPMI-8226. Synergy scores: CSS=29.7, Synergy_ZIP=-2.32, Synergy_Bliss=-1.44, Synergy_Loewe=-29.0, Synergy_HSA=-4.34. (2) Drug 1: C1=CC(=CC=C1C#N)C(C2=CC=C(C=C2)C#N)N3C=NC=N3. Drug 2: CC1CCC2CC(C(=CC=CC=CC(CC(C(=O)C(C(C(=CC(C(=O)CC(OC(=O)C3CCCCN3C(=O)C(=O)C1(O2)O)C(C)CC4CCC(C(C4)OC)OCCO)C)C)O)OC)C)C)C)OC. Cell line: SF-268. Synergy scores: CSS=1.55, Synergy_ZIP=0.344, Synergy_Bliss=3.55, Synergy_Loewe=-12.7, Synergy_HSA=-5.71. (3) Drug 1: CC1=C(C(=CC=C1)Cl)NC(=O)C2=CN=C(S2)NC3=CC(=NC(=N3)C)N4CCN(CC4)CCO. Drug 2: CC1CCC2CC(C(=CC=CC=CC(CC(C(=O)C(C(C(=CC(C(=O)CC(OC(=O)C3CCCCN3C(=O)C(=O)C1(O2)O)C(C)CC4CCC(C(C4)OC)OP(=O)(C)C)C)C)O)OC)C)C)C)OC. Cell line: OVCAR3. Synergy scores: CSS=43.1, Synergy_ZIP=-2.21, Synergy_Bliss=-2.63, Synergy_Loewe=2.44, Synergy_HSA=2.91.